From a dataset of Forward reaction prediction with 1.9M reactions from USPTO patents (1976-2016). Predict the product of the given reaction. (1) Given the reactants [CH3:1][C:2]([O:4][C@H:5]1[C:15](=[O:16])[N:14]([CH2:17][CH2:18][N:19]([CH3:21])[CH3:20])[C:13]2[CH:12]=[CH:11][CH:10]=[CH:9][C:8]=2[S:7][C@H:6]1[C:22]1[CH:23]=[CH:24][C:25]([O:28][CH3:29])=[CH:26][CH:27]=1)=[O:3].Cl.C(O)(=O)/C=C/C(O)=O.CC([SiH2]O[Si](O[SiH2]C(C)(C)C)(C)C)(C)C, predict the reaction product. The product is: [CH3:1][C:2]([O:4][C@H:5]1[C:15](=[O:16])[N:14]([CH2:17][CH2:18][N:19]([CH3:21])[CH3:20])[C:13]2[CH:12]=[CH:11][CH:10]=[CH:9][C:8]=2[S:7][C@H:6]1[C:22]1[CH:23]=[CH:24][C:25]([O:28][CH3:29])=[CH:26][CH:27]=1)=[O:3]. (2) Given the reactants CC(S[CH:7](S(C)=O)[CH3:8])S(C)=O.C([Li])CCC.[CH2:17]([O:19][C:20](=[O:38])[C:21](=[CH:27][C:28]1[CH:33]=[CH:32][C:31]([O:34][CH3:35])=[C:30]([O:36][CH3:37])[CH:29]=1)[C:22]([O:24][CH2:25][CH3:26])=[O:23])[CH3:18].[Cl-].[NH4+].[CH:41]([O-])([O-:45])[O:42][CH2:43][CH3:44].S(=O)(=O)(O)O.C(=O)(O)[O-].[Na+], predict the reaction product. The product is: [CH2:25]([O:24][C:22](=[O:23])[CH:21]([C:20]([O:19][CH2:17][CH3:18])=[O:38])[CH:27]([C:28]1[CH:33]=[CH:32][C:31]([O:34][CH3:35])=[C:30]([O:36][CH3:37])[CH:29]=1)[CH:41]([O:45][CH2:7][CH3:8])[O:42][CH2:43][CH3:44])[CH3:26]. (3) Given the reactants [CH2:1]([O:8][C:9]1[CH:17]=[CH:16][C:12]([C:13]([O-])=[O:14])=[CH:11][C:10]=1[NH:18][C:19](=[O:27])[CH2:20][N:21]1[CH2:26][CH2:25][O:24][CH2:23][CH2:22]1)[C:2]1[CH:7]=[CH:6][CH:5]=[CH:4][CH:3]=1.[Li+].[C:29]1([C:36]2[CH:41]=[CH:40][CH:39]=[CH:38][CH:37]=2)[CH:34]=[CH:33][C:32]([NH2:35])=[CH:31][CH:30]=1.C(N(C(C)C)CC)(C)C.F[P-](F)(F)(F)(F)F.N1(O[P+](N2CCCC2)(N2CCCC2)N2CCCC2)C2C=CC=CC=2N=N1, predict the reaction product. The product is: [CH2:1]([O:8][C:9]1[CH:17]=[CH:16][C:12]([C:13]([NH:35][C:32]2[CH:31]=[CH:30][C:29]([C:36]3[CH:41]=[CH:40][CH:39]=[CH:38][CH:37]=3)=[CH:34][CH:33]=2)=[O:14])=[CH:11][C:10]=1[NH:18][C:19](=[O:27])[CH2:20][N:21]1[CH2:26][CH2:25][O:24][CH2:23][CH2:22]1)[C:2]1[CH:7]=[CH:6][CH:5]=[CH:4][CH:3]=1.